Dataset: Forward reaction prediction with 1.9M reactions from USPTO patents (1976-2016). Task: Predict the product of the given reaction. (1) Given the reactants [F:1][C:2]1[CH:7]=[C:6]([O:8][C:9]2[C:18]3[C:13](=[CH:14][C:15]([O:23][CH3:24])=[C:16]([C:19]([O:21][CH3:22])=[O:20])[CH:17]=3)[N:12]=[CH:11][CH:10]=2)[CH:5]=[CH:4][C:3]=1[NH:25][C:26](=[O:34])OC1C=CC=CC=1.[CH:35]1([NH2:38])[CH2:37][CH2:36]1, predict the reaction product. The product is: [CH3:22][O:21][C:19]([C:16]1[CH:17]=[C:18]2[C:13](=[CH:14][C:15]=1[O:23][CH3:24])[N:12]=[CH:11][CH:10]=[C:9]2[O:8][C:6]1[CH:5]=[CH:4][C:3]([NH:25][C:26]([NH:38][CH:35]2[CH2:37][CH2:36]2)=[O:34])=[C:2]([F:1])[CH:7]=1)=[O:20]. (2) The product is: [CH3:36][N:32]1[C:33](=[O:35])[C:34]2[C:25]([O:1][C:2]3[C:3]([CH3:16])=[C:4]([NH:8][C:9](=[O:15])[O:10][C:11]([CH3:12])([CH3:13])[CH3:14])[CH:5]=[CH:6][CH:7]=3)=[CH:26][C:27](=[O:47])[N:28]([CH3:46])[C:29]=2[N:30]([C:38]2[CH:43]=[CH:42][C:41]([I:44])=[CH:40][C:39]=2[F:45])[C:31]1=[O:37]. Given the reactants [OH:1][C:2]1[C:3]([CH3:16])=[C:4]([NH:8][C:9](=[O:15])[O:10][C:11]([CH3:14])([CH3:13])[CH3:12])[CH:5]=[CH:6][CH:7]=1.[H-].[Na+].FC(F)(F)S(O[C:25]1[C:34]2[C:33](=[O:35])[N:32]([CH3:36])[C:31](=[O:37])[N:30]([C:38]3[CH:43]=[CH:42][C:41]([I:44])=[CH:40][C:39]=3[F:45])[C:29]=2[N:28]([CH3:46])[C:27](=[O:47])[CH:26]=1)(=O)=O, predict the reaction product. (3) Given the reactants [Cl:1][C:2]1[CH:3]=[C:4]([CH2:9][NH:10][CH:11]2[CH2:16][CH2:15][N:14]([CH2:17][CH2:18][N:19]3[C:28]4[C:23](=[N:24][CH:25]=[CH:26][CH:27]=4)[CH:22]=[CH:21][C:20]3=[O:29])[CH2:13][CH2:12]2)[CH:5]=[CH:6][C:7]=1[Cl:8].[ClH:30], predict the reaction product. The product is: [ClH:1].[ClH:30].[Cl:1][C:2]1[CH:3]=[C:4]([CH2:9][NH:10][CH:11]2[CH2:12][CH2:13][N:14]([CH2:17][CH2:18][N:19]3[C:28]4[C:23](=[N:24][CH:25]=[CH:26][CH:27]=4)[CH:22]=[CH:21][C:20]3=[O:29])[CH2:15][CH2:16]2)[CH:5]=[CH:6][C:7]=1[Cl:8].